From a dataset of Peptide-MHC class I binding affinity with 185,985 pairs from IEDB/IMGT. Regression. Given a peptide amino acid sequence and an MHC pseudo amino acid sequence, predict their binding affinity value. This is MHC class I binding data. (1) The peptide sequence is ITDNGPMPYM. The MHC is HLA-A02:03 with pseudo-sequence HLA-A02:03. The binding affinity (normalized) is 0.346. (2) The peptide sequence is SDYLELDTI. The MHC is Mamu-B03 with pseudo-sequence Mamu-B03. The binding affinity (normalized) is 0. (3) The peptide sequence is LTEFQPHQL. The MHC is HLA-A01:01 with pseudo-sequence HLA-A01:01. The binding affinity (normalized) is 0.161.